Dataset: Reaction yield outcomes from USPTO patents with 853,638 reactions. Task: Predict the reaction yield, written as a fraction of the theoretical maximum amount of product (1.0 means a 100% yield; for example, 0.34 means a 34% yield). (1) The reactants are C([O:3][C:4](=[O:28])[CH2:5][CH2:6][C@@H:7]1[CH2:11][S:10][C:9]([C:12]2[NH:13][C:14]3[C:19]([CH:20]=2)=[CH:18][C:17]([CH3:21])=[CH:16][C:15]=3[NH:22][CH:23]2[CH2:27][CH2:26][CH2:25][CH2:24]2)=[N:8]1)C.[OH-].[Na+].Cl. The catalyst is O1CCCC1.CO. The product is [CH:23]1([NH:22][C:15]2[CH:16]=[C:17]([CH3:21])[CH:18]=[C:19]3[C:14]=2[NH:13][C:12]([C:9]2[S:10][CH2:11][C@@H:7]([CH2:6][CH2:5][C:4]([OH:28])=[O:3])[N:8]=2)=[CH:20]3)[CH2:24][CH2:25][CH2:26][CH2:27]1. The yield is 0.840. (2) The reactants are [F:1][C:2]1[C:7]([F:8])=[CH:6][CH:5]=[C:4]([CH2:9][OH:10])[C:3]=1[OH:11].C(C1C(=O)C(Cl)=C(Cl)C(=O)C=1C#N)#N. The catalyst is ClCCl. The product is [F:1][C:2]1[C:3]([OH:11])=[C:4]([CH:5]=[CH:6][C:7]=1[F:8])[CH:9]=[O:10]. The yield is 0.830. (3) The reactants are [F:1][C:2]1[CH:3]=[CH:4][C:5]([C:8]2[C:12](/[CH:13]=[CH:14]/[C:15]3[S:16][C:17]([C:20]([OH:22])=O)=[CH:18][N:19]=3)=[C:11]([CH3:23])[O:10][N:9]=2)=[N:6][CH:7]=1.[CH3:24][NH2:25]. No catalyst specified. The product is [CH3:24][NH:25][C:20]([C:17]1[S:16][C:15](/[CH:14]=[CH:13]/[C:12]2[C:8]([C:5]3[CH:4]=[CH:3][C:2]([F:1])=[CH:7][N:6]=3)=[N:9][O:10][C:11]=2[CH3:23])=[N:19][CH:18]=1)=[O:22]. The yield is 0.770. (4) The product is [O:14]1[C:13]([C:12]([O:16][CH2:17][CH3:18])=[O:15])=[CH:7][N:1]=[CH:2]1. The yield is 0.540. The reactants are [N:1]12CCCN=[C:7]1CCCC[CH2:2]2.[C:12]([O:16][CH2:17][CH3:18])(=[O:15])[CH:13]=[O:14].S(C[N+]#[C-])(C1C=CC(C)=CC=1)(=O)=O. The catalyst is ClCCl. (5) The reactants are S1[C:5]2[CH:6]=[CH:7][CH:8]=[CH:9][C:4]=2N=C1.[Li][CH2:11][CH2:12][CH2:13][CH3:14].[C:15](OCC)(=O)C.O.[CH2:22]1[CH2:26][O:25][CH2:24][CH2:23]1. No catalyst specified. The product is [C:13]1([CH3:14])[C:23]([C:24]([C:4]2[CH:9]=[CH:8][CH:7]=[CH:6][C:5]=2[CH3:15])=[O:25])=[CH:22][CH:26]=[CH:11][CH:12]=1. The yield is 0.520. (6) The reactants are [CH:1]([Si:3]([Cl:6])([Cl:5])[Cl:4])=[CH2:2].[Cl:7][SiH2:8][Cl:9]. The catalyst is [CH-]=O.[CH-]=O.[C-]#[O+].[C-]#[O+].[C-]#[O+].[C-]#[O+].[C-]#[O+].[C-]#[O+].[Co].[Co+2]. The product is [Cl:4][Si:3]([Cl:6])([Cl:5])[CH2:1][CH2:2][SiH:8]([Cl:9])[Cl:7]. The yield is 0.930. (7) The reactants are [Cl:1][C:2]1[CH:7]=[CH:6][C:5]([O:8][CH3:9])=[CH:4][C:3]=1[C:10]1[CH:15]=[CH:14][CH:13]=[C:12]([F:16])[CH:11]=1.CC(O)=O.S(=O)(=O)(O)O.C1C(=O)N([I:33])C(=O)C1. The catalyst is C(Cl)Cl. The product is [Cl:1][C:2]1[CH:7]=[C:6]([I:33])[C:5]([O:8][CH3:9])=[CH:4][C:3]=1[C:10]1[CH:15]=[CH:14][CH:13]=[C:12]([F:16])[CH:11]=1. The yield is 0.850.